From a dataset of Catalyst prediction with 721,799 reactions and 888 catalyst types from USPTO. Predict which catalyst facilitates the given reaction. (1) Reactant: O.O.Cl[Sn]Cl.[CH2:6]([O:13][C:14]1[CH:19]=[CH:18][C:17]([NH:20][C:21]2[CH:29]=[CH:28][C:24]([C:25]([OH:27])=[O:26])=[CH:23][C:22]=2[N+:30]([O-])=O)=[CH:16][CH:15]=1)[C:7]1[CH:12]=[CH:11][CH:10]=[CH:9][CH:8]=1.[OH-].[Na+]. Product: [NH2:30][C:22]1[CH:23]=[C:24]([CH:28]=[CH:29][C:21]=1[NH:20][C:17]1[CH:18]=[CH:19][C:14]([O:13][CH2:6][C:7]2[CH:8]=[CH:9][CH:10]=[CH:11][CH:12]=2)=[CH:15][CH:16]=1)[C:25]([OH:27])=[O:26]. The catalyst class is: 14. (2) Reactant: [NH2:1][N+:2]1[C:7]([NH2:8])=[CH:6][CH:5]=[C:4]([C:9]([O:11][CH3:12])=[O:10])[CH:3]=1.CC1C=C(C)C=C(C)C=1S([O-])(=O)=O.[CH3:26][C:27]1[CH:34]=[CH:33][CH:32]=[C:31]([CH3:35])[C:28]=1[CH:29]=O.[OH-].[K+]. Product: [CH3:26][C:27]1[CH:34]=[CH:33][CH:32]=[C:31]([CH3:35])[C:28]=1[C:29]1[N:8]=[C:7]2[CH:6]=[CH:5][C:4]([C:9]([O:11][CH3:12])=[O:10])=[CH:3][N:2]2[N:1]=1. The catalyst class is: 38. (3) The catalyst class is: 7. Reactant: [CH3:1][NH:2][C:3]([C:5]1[C:14]2[C:9](=[CH:10][CH:11]=[CH:12][CH:13]=2)[CH:8]=[CH:7][CH:6]=1)=O.[H-].[Al+3].[Li+].[H-].[H-].[H-]. Product: [CH3:1][NH:2][CH2:3][C:5]1[C:14]2[C:9](=[CH:10][CH:11]=[CH:12][CH:13]=2)[CH:8]=[CH:7][CH:6]=1. (4) Reactant: [CH3:1][O:2][C:3]1[CH:4]=[C:5]([C:9]2(C(O)=O)[CH2:14][CH2:13][N:12]([C:15]3[N:20]=[CH:19][CH:18]=[CH:17][N:16]=3)[CH2:11][CH2:10]2)[CH:6]=[CH:7][CH:8]=1.C([N:26](CC)CC)C.C1(P(N=[N+]=[N-])(C2C=CC=CC=2)=O)C=CC=CC=1.Cl. Product: [CH3:1][O:2][C:3]1[CH:4]=[C:5]([C:9]2([NH2:26])[CH2:14][CH2:13][N:12]([C:15]3[N:20]=[CH:19][CH:18]=[CH:17][N:16]=3)[CH2:11][CH2:10]2)[CH:6]=[CH:7][CH:8]=1. The catalyst class is: 11. (5) Reactant: C[O:2][C:3]([C@H:5]1[CH2:10][CH2:9][C@H:8]([CH2:11][NH:12][S:13]([C:16]2[CH:21]=[CH:20][C:19]([C:22]([F:25])([F:24])[F:23])=[CH:18][CH:17]=2)(=[O:15])=[O:14])[CH2:7][CH2:6]1)=[O:4].[OH-].[K+].Cl. Product: [F:25][C:22]([F:23])([F:24])[C:19]1[CH:18]=[CH:17][C:16]([S:13]([NH:12][CH2:11][C@H:8]2[CH2:7][CH2:6][C@H:5]([C:3]([OH:4])=[O:2])[CH2:10][CH2:9]2)(=[O:14])=[O:15])=[CH:21][CH:20]=1. The catalyst class is: 24. (6) Reactant: [NH:1]1[C:5]2=[N:6][CH:7]=[CH:8][C:9]([C:10]3[O:14][C:13]([CH2:15][NH2:16])=[N:12][N:11]=3)=[C:4]2[CH:3]=[CH:2]1.[OH:17][C:18]1[CH:26]=[C:25]([OH:27])[CH:24]=[CH:23][C:19]=1[C:20](O)=[O:21].CN1CCOCC1.O.ON1C2C=CC=CC=2N=N1. Product: [NH:1]1[C:5]2=[N:6][CH:7]=[CH:8][C:9]([C:10]3[O:14][C:13]([CH2:15][NH:16][C:20](=[O:21])[C:19]4[CH:23]=[CH:24][C:25]([OH:27])=[CH:26][C:18]=4[OH:17])=[N:12][N:11]=3)=[C:4]2[CH:3]=[CH:2]1. The catalyst class is: 444. (7) Reactant: [OH:1][C:2]1[CH:18]=[CH:17][N:5]2[C:6](=[O:16])[CH:7]=[C:8]([N:10]3[CH2:15][CH2:14][O:13][CH2:12][CH2:11]3)[N:9]=[C:4]2[CH:3]=1.C(=O)([O-])[O-].[K+].[K+].[Cl:25][C:26]1[CH:33]=[CH:32][CH:31]=[CH:30][C:27]=1[CH2:28]Br. Product: [Cl:25][C:26]1[CH:33]=[CH:32][CH:31]=[CH:30][C:27]=1[CH2:28][O:1][C:2]1[CH:18]=[CH:17][N:5]2[C:6](=[O:16])[CH:7]=[C:8]([N:10]3[CH2:11][CH2:12][O:13][CH2:14][CH2:15]3)[N:9]=[C:4]2[CH:3]=1. The catalyst class is: 10.